Dataset: Full USPTO retrosynthesis dataset with 1.9M reactions from patents (1976-2016). Task: Predict the reactants needed to synthesize the given product. (1) Given the product [CH3:38][CH:22]([CH3:21])[CH2:17][CH2:16][O:15][CH2:14][C:13]1[N:12]=[C:11]([NH2:23])[N:10]=[C:9]([NH2:24])[C:8]=1[C:5]1[CH:4]=[CH:3][C:2]([NH:1][CH2:33][C:32]2[CH:35]=[CH:36][C:29]([S:26]([CH3:25])(=[O:28])=[O:27])=[CH:30][CH:31]=2)=[CH:7][CH:6]=1, predict the reactants needed to synthesize it. The reactants are: [NH2:1][C:2]1[CH:7]=[CH:6][C:5]([C:8]2[C:9]([NH2:24])=[N:10][C:11]([NH2:23])=[N:12][C:13]=2[CH2:14][O:15][CH2:16][C:17]2[CH:22]=[CH:21]C=CC=2)=[CH:4][CH:3]=1.[CH3:25][S:26]([C:29]1[CH:36]=[CH:35][C:32]([CH:33]=O)=[CH:31][CH:30]=1)(=[O:28])=[O:27].F[C:38]1C=C(C=CC=1S(C)(=O)=O)C=O. (2) Given the product [Cl:1][C:2]1[C:3]([N:15]([CH3:33])[CH:16]2[CH2:20][CH2:19][C:18]3([CH2:25][CH2:24][CH2:23][NH:22][CH2:21]3)[CH2:17]2)=[N:4][C:5]([NH:8][C:9]2[CH:10]=[N:11][N:12]([CH3:14])[CH:13]=2)=[N:6][CH:7]=1, predict the reactants needed to synthesize it. The reactants are: [Cl:1][C:2]1[C:3]([N:15]([CH3:33])[CH:16]2[CH2:20][CH2:19][C:18]3([CH2:25][CH2:24][CH2:23][N:22](C(OC(C)(C)C)=O)[CH2:21]3)[CH2:17]2)=[N:4][C:5]([NH:8][C:9]2[CH:10]=[N:11][N:12]([CH3:14])[CH:13]=2)=[N:6][CH:7]=1.Cl.CCOC(C)=O.